Task: Predict the product of the given reaction.. Dataset: Forward reaction prediction with 1.9M reactions from USPTO patents (1976-2016) (1) Given the reactants [C:1]1([CH2:7][CH2:8][CH2:9][C:10](Cl)=[O:11])[CH:6]=[CH:5][CH:4]=[CH:3][CH:2]=1.FC(F)(F)C(O)=O.[CH3:20][O:21][C:22](=[O:32])[C@@H:23]1[CH2:27][CH2:26][C@H:25]([C:28]([CH3:31])([CH3:30])[CH3:29])[NH:24]1.C(N(CC)CC)C, predict the reaction product. The product is: [CH3:20][O:21][C:22](=[O:32])[C@@H:23]1[CH2:27][CH2:26][C@H:25]([C:28]([CH3:30])([CH3:29])[CH3:31])[N:24]1[C:10](=[O:11])[CH2:9][CH2:8][CH2:7][C:1]1[CH:6]=[CH:5][CH:4]=[CH:3][CH:2]=1. (2) Given the reactants [F:1][C:2]1[C:10]2[C:9]([Cl:11])=[N:8][CH:7]=[N:6][C:5]=2[NH:4][CH:3]=1.[H-].[Na+].[C:14]1([CH3:41])[CH:19]=[CH:18][C:17]([C:20]([O:22][C@@H:23]2[C@@H:27]([CH2:28][O:29][C:30]([C:32]3[CH:37]=[CH:36][C:35]([CH3:38])=[CH:34][CH:33]=3)=[O:31])[O:26][C@@H:25]3[O:39][C@:24]23[CH3:40])=[O:21])=[CH:16][CH:15]=1.O, predict the reaction product. The product is: [Cl:11][C:9]1[C:10]2[C:2]([F:1])=[CH:3][N:4]([C@@H:25]3[O:26][C@H:27]([CH2:28][O:29][C:30]([C:32]4[CH:33]=[CH:34][C:35]([CH3:38])=[CH:36][CH:37]=4)=[O:31])[C@@H:23]([O:22][C:20]([C:17]4[CH:18]=[CH:19][C:14]([CH3:41])=[CH:15][CH:16]=4)=[O:21])[C@@:24]3([CH3:40])[OH:39])[C:5]=2[N:6]=[CH:7][N:8]=1. (3) Given the reactants CC1C=CC(S(O)(=O)=O)=CC=1.[C:12]1([C:18]2([C:24]([OH:26])=[O:25])[CH2:23][CH2:22][NH:21][CH2:20][CH2:19]2)[CH:17]=[CH:16][CH:15]=[CH:14][CH:13]=1.[C:27](O[C:27]([O:29][C:30]([CH3:33])([CH3:32])[CH3:31])=[O:28])([O:29][C:30]([CH3:33])([CH3:32])[CH3:31])=[O:28].[OH-].[Na+], predict the reaction product. The product is: [CH3:31][C:30]([O:29][C:27]([N:21]1[CH2:20][CH2:19][C:18]([C:12]2[CH:13]=[CH:14][CH:15]=[CH:16][CH:17]=2)([C:24]([OH:26])=[O:25])[CH2:23][CH2:22]1)=[O:28])([CH3:33])[CH3:32]. (4) Given the reactants CN(C(ON1N=NC2C=CC=NC1=2)=[N+](C)C)C.F[P-](F)(F)(F)(F)F.[NH2:25][C:26]([CH3:30])([CH3:29])[CH2:27][OH:28].[CH3:31][O:32][C:33]1[CH:34]=[C:35]2[C:39](=[CH:40][CH:41]=1)[N:38]([CH3:42])[N:37]=[C:36]2[C:43]1[N:44]=[C:45]2[C:51]([C:52](O)=[O:53])=[CH:50][N:49]([CH2:55][O:56][CH2:57][CH2:58][Si:59]([CH3:62])([CH3:61])[CH3:60])[C:46]2=[N:47][CH:48]=1, predict the reaction product. The product is: [OH:28][CH2:27][C:26]([NH:25][C:52]([C:51]1[C:45]2[C:46](=[N:47][CH:48]=[C:43]([C:36]3[C:35]4[C:39](=[CH:40][CH:41]=[C:33]([O:32][CH3:31])[CH:34]=4)[N:38]([CH3:42])[N:37]=3)[N:44]=2)[N:49]([CH2:55][O:56][CH2:57][CH2:58][Si:59]([CH3:60])([CH3:62])[CH3:61])[CH:50]=1)=[O:53])([CH3:30])[CH3:29]. (5) Given the reactants [CH2:1]([N:3]([C:11]1[S:12][C:13]([CH2:16][N:17]2[CH2:22][CH2:21][CH:20]([C:23]3[CH:28]=[CH:27][CH:26]=[CH:25][CH:24]=3)[CH2:19][CH2:18]2)=[CH:14][N:15]=1)C(=O)OC(C)(C)C)[CH3:2].Cl, predict the reaction product. The product is: [CH2:1]([NH:3][C:11]1[S:12][C:13]([CH2:16][N:17]2[CH2:18][CH2:19][CH:20]([C:23]3[CH:28]=[CH:27][CH:26]=[CH:25][CH:24]=3)[CH2:21][CH2:22]2)=[CH:14][N:15]=1)[CH3:2].